Regression. Given a peptide amino acid sequence and an MHC pseudo amino acid sequence, predict their binding affinity value. This is MHC class II binding data. From a dataset of Peptide-MHC class II binding affinity with 134,281 pairs from IEDB. (1) The peptide sequence is SGCWYGMEIRPQRHDEK. The MHC is DRB1_0101 with pseudo-sequence DRB1_0101. The binding affinity (normalized) is 0. (2) The peptide sequence is AAITAGTTVYGAFAA. The MHC is HLA-DPA10103-DPB10401 with pseudo-sequence HLA-DPA10103-DPB10401. The binding affinity (normalized) is 0.151. (3) The peptide sequence is ASRPYNIYPHGITDVRPLYS. The MHC is DRB1_1101 with pseudo-sequence DRB1_1101. The binding affinity (normalized) is 0. (4) The peptide sequence is STHMWFSRAVAQSIL. The binding affinity (normalized) is 0.768. The MHC is DRB5_0101 with pseudo-sequence DRB5_0101. (5) The peptide sequence is DGDLKRLRDLNQAVN. The MHC is DRB1_0405 with pseudo-sequence DRB1_0405. The binding affinity (normalized) is 0.516. (6) The peptide sequence is IGRNPNRDGDSYYYS. The MHC is DRB1_0404 with pseudo-sequence DRB1_0404. The binding affinity (normalized) is 0.337. (7) The MHC is HLA-DPA10201-DPB10101 with pseudo-sequence HLA-DPA10201-DPB10101. The peptide sequence is AWMSAAAAQAEQAAT. The binding affinity (normalized) is 0.156.